From a dataset of NCI-60 drug combinations with 297,098 pairs across 59 cell lines. Regression. Given two drug SMILES strings and cell line genomic features, predict the synergy score measuring deviation from expected non-interaction effect. (1) Drug 1: CCCS(=O)(=O)NC1=C(C(=C(C=C1)F)C(=O)C2=CNC3=C2C=C(C=N3)C4=CC=C(C=C4)Cl)F. Drug 2: C1=CC=C(C(=C1)C(C2=CC=C(C=C2)Cl)C(Cl)Cl)Cl. Cell line: CAKI-1. Synergy scores: CSS=7.25, Synergy_ZIP=1.55, Synergy_Bliss=1.40, Synergy_Loewe=-2.71, Synergy_HSA=0.788. (2) Drug 1: C1CN1C2=NC(=NC(=N2)N3CC3)N4CC4. Drug 2: C1CCN(CC1)CCOC2=CC=C(C=C2)C(=O)C3=C(SC4=C3C=CC(=C4)O)C5=CC=C(C=C5)O. Cell line: NCI/ADR-RES. Synergy scores: CSS=29.0, Synergy_ZIP=-2.59, Synergy_Bliss=-0.432, Synergy_Loewe=-1.96, Synergy_HSA=-1.73. (3) Drug 2: CC(C)CN1C=NC2=C1C3=CC=CC=C3N=C2N. Synergy scores: CSS=-2.90, Synergy_ZIP=-0.798, Synergy_Bliss=-3.68, Synergy_Loewe=-4.43, Synergy_HSA=-4.45. Drug 1: CN1C(=O)N2C=NC(=C2N=N1)C(=O)N. Cell line: TK-10. (4) Drug 1: C1CN1C2=NC(=NC(=N2)N3CC3)N4CC4. Drug 2: C#CCC(CC1=CN=C2C(=N1)C(=NC(=N2)N)N)C3=CC=C(C=C3)C(=O)NC(CCC(=O)O)C(=O)O. Cell line: NCI-H522. Synergy scores: CSS=37.4, Synergy_ZIP=-1.37, Synergy_Bliss=4.58, Synergy_Loewe=1.09, Synergy_HSA=0.709. (5) Drug 1: COC1=CC(=CC(=C1O)OC)C2C3C(COC3=O)C(C4=CC5=C(C=C24)OCO5)OC6C(C(C7C(O6)COC(O7)C8=CC=CS8)O)O. Drug 2: CN1C(=O)N2C=NC(=C2N=N1)C(=O)N. Cell line: BT-549. Synergy scores: CSS=43.7, Synergy_ZIP=7.62, Synergy_Bliss=10.5, Synergy_Loewe=-23.0, Synergy_HSA=8.20. (6) Drug 1: CS(=O)(=O)CCNCC1=CC=C(O1)C2=CC3=C(C=C2)N=CN=C3NC4=CC(=C(C=C4)OCC5=CC(=CC=C5)F)Cl. Drug 2: C1=CN(C=N1)CC(O)(P(=O)(O)O)P(=O)(O)O. Cell line: SW-620. Synergy scores: CSS=-0.662, Synergy_ZIP=1.42, Synergy_Bliss=2.14, Synergy_Loewe=-0.0651, Synergy_HSA=-0.734. (7) Drug 1: CN(C(=O)NC(C=O)C(C(C(CO)O)O)O)N=O. Drug 2: C1CCC(C(C1)N)N.C(=O)(C(=O)[O-])[O-].[Pt+4]. Cell line: SR. Synergy scores: CSS=13.1, Synergy_ZIP=-22.0, Synergy_Bliss=-43.6, Synergy_Loewe=-71.4, Synergy_HSA=-44.0. (8) Drug 1: C1CC(=O)NC(=O)C1N2CC3=C(C2=O)C=CC=C3N. Drug 2: CCC1=CC2CC(C3=C(CN(C2)C1)C4=CC=CC=C4N3)(C5=C(C=C6C(=C5)C78CCN9C7C(C=CC9)(C(C(C8N6C)(C(=O)OC)O)OC(=O)C)CC)OC)C(=O)OC.C(C(C(=O)O)O)(C(=O)O)O. Cell line: SK-MEL-5. Synergy scores: CSS=17.5, Synergy_ZIP=-0.334, Synergy_Bliss=-1.55, Synergy_Loewe=-29.0, Synergy_HSA=-2.46. (9) Drug 1: C(CC(=O)O)C(=O)CN.Cl. Drug 2: C1=CN(C=N1)CC(O)(P(=O)(O)O)P(=O)(O)O. Cell line: NCI-H226. Synergy scores: CSS=4.47, Synergy_ZIP=-4.33, Synergy_Bliss=-0.00152, Synergy_Loewe=-0.476, Synergy_HSA=-0.0257.